Dataset: Full USPTO retrosynthesis dataset with 1.9M reactions from patents (1976-2016). Task: Predict the reactants needed to synthesize the given product. (1) The reactants are: C[O:2][C:3](=[O:17])[C:4]1[CH:9]=[CH:8][C:7]([C:10]#[C:11][Si](C)(C)C)=[C:6]([OH:16])[CH:5]=1.C.CO.[OH-].[Na+]. Given the product [O:16]1[C:6]2[CH:5]=[C:4]([C:3]([OH:2])=[O:17])[CH:9]=[CH:8][C:7]=2[CH:10]=[CH:11]1, predict the reactants needed to synthesize it. (2) Given the product [Cl:1][C:2]1[CH:3]=[C:4]([C:9]2[N:10]([C:18]3[CH:23]=[CH:22][C:21]([S:24]([NH2:46])(=[O:26])=[O:25])=[CH:20][CH:19]=3)[CH:11]=[C:12]([C:14]([F:17])([F:16])[F:15])[N:13]=2)[CH:5]=[CH:6][C:7]=1[CH3:8], predict the reactants needed to synthesize it. The reactants are: [Cl:1][C:2]1[CH:3]=[C:4]([C:9]2[N:10]([C:18]3[CH:23]=[CH:22][C:21]([S:24](C)(=[O:26])=[O:25])=[CH:20][CH:19]=3)[CH:11]=[C:12]([C:14]([F:17])([F:16])[F:15])[N:13]=2)[CH:5]=[CH:6][C:7]=1[CH3:8].C([Mg]Cl)CCC.C(B(CC)CC)C.C([O-])(=O)C.[Na+].[NH2:46]OS(O)(=O)=O. (3) Given the product [C:22]([CH2:24][C:25]1[CH:33]=[CH:32][CH:31]=[CH:30][C:26]=1[C:27]([N:5]1[CH2:6][C@H:2]([OH:1])[CH2:3][C@H:4]1[C:7]([NH:9][CH2:10][C:11]1[CH:12]=[CH:13][C:14]([C:17]2[S:21][CH:20]=[N:19][C:18]=2[CH3:34])=[CH:15][CH:16]=1)=[O:8])=[O:28])#[N:23], predict the reactants needed to synthesize it. The reactants are: [OH:1][C@H:2]1[CH2:6][NH:5][C@H:4]([C:7]([NH:9][CH2:10][C:11]2[CH:16]=[CH:15][C:14]([C:17]3[S:21][CH:20]=[N:19][CH:18]=3)=[CH:13][CH:12]=2)=[O:8])[CH2:3]1.[C:22]([CH2:24][C:25]1[CH:33]=[CH:32][CH:31]=[CH:30][C:26]=1[C:27](O)=[O:28])#[N:23].[CH3:34]CN(C(C)C)C(C)C.CN(C(ON1N=NC2C=CC=NC1=2)=[N+](C)C)C.F[P-](F)(F)(F)(F)F.